This data is from Full USPTO retrosynthesis dataset with 1.9M reactions from patents (1976-2016). The task is: Predict the reactants needed to synthesize the given product. Given the product [CH3:1][O:2][C:3]1[CH:4]=[C:5]([CH:10]([NH:12][C:30]2[C:29]3[N:33]=[CH:34][N:35]([C:28]=3[N:27]=[CH:26][N:31]=2)[C@@H:36]2[O:40][C@H:39]([CH2:41][OH:42])[C@@H:38]([OH:43])[C@H:37]2[OH:44])[CH3:11])[CH:6]=[CH:7][C:8]=1[OH:9], predict the reactants needed to synthesize it. The reactants are: [CH3:1][O:2][C:3]1[CH:4]=[C:5]([CH:10]([NH2:12])[CH3:11])[CH:6]=[CH:7][C:8]=1[OH:9].Cl.COC1C=C(C(N)C)C=CC=1O.[CH:26]1[N:31]=[C:30](Cl)[C:29]2[N:33]=[CH:34][N:35]([C@@H:36]3[O:40][C@H:39]([CH2:41][OH:42])[C@@H:38]([OH:43])[C@H:37]3[OH:44])[C:28]=2[N:27]=1.C(N(CC)CC)C.